Dataset: Full USPTO retrosynthesis dataset with 1.9M reactions from patents (1976-2016). Task: Predict the reactants needed to synthesize the given product. (1) Given the product [CH3:8][C:9]([CH3:45])([CH2:43][CH3:44])[CH2:10][C:11]1[N:12]=[C:13]([CH:23]([NH:38][S:39]([CH3:42])(=[O:40])=[O:41])[CH2:24][C:25]2[CH:30]=[CH:29][C:28]([C:31]3[CH:36]=[CH:35][C:34]([F:37])=[CH:33][N:32]=3)=[CH:27][CH:26]=2)[NH:14][CH:15]=1, predict the reactants needed to synthesize it. The reactants are: FC(F)(F)C(O)=O.[CH3:8][C:9]([CH3:45])([CH2:43][CH3:44])[CH2:10][C:11]1[N:12]=[C:13]([CH:23]([NH:38][S:39]([CH3:42])(=[O:41])=[O:40])[CH2:24][C:25]2[CH:30]=[CH:29][C:28]([C:31]3[CH:36]=[CH:35][C:34]([F:37])=[CH:33][N:32]=3)=[CH:27][CH:26]=2)[N:14](C(OC(C)(C)C)=O)[CH:15]=1. (2) Given the product [NH2:28][C:26]1[C:25]([CH3:32])=[CH:24][C:23]2[C:19]([CH2:18][CH2:17][C:5]3[S:6][C:7]4[CH:12]=[C:11]([C:13]([F:16])([F:15])[F:14])[CH:10]=[CH:9][C:8]=4[C:4]=3[CH:1]([CH3:3])[CH3:2])=[N:20][O:21][C:22]=2[CH:27]=1, predict the reactants needed to synthesize it. The reactants are: [CH:1]([C:4]1[C:8]2[CH:9]=[CH:10][C:11]([C:13]([F:16])([F:15])[F:14])=[CH:12][C:7]=2[S:6][C:5]=1[CH2:17][CH2:18][C:19]1[C:23]2[CH:24]=[C:25]([CH3:32])[C:26]([NH:28]C(=O)C)=[CH:27][C:22]=2[O:21][N:20]=1)([CH3:3])[CH3:2]. (3) Given the product [C:1]([O:5][C:6]([NH:8][C:16]1[CH:21]=[N:20][CH:19]=[CH:18][N:17]=1)=[O:7])([CH3:4])([CH3:2])[CH3:3], predict the reactants needed to synthesize it. The reactants are: [C:1]([O:5][C:6]([N:8]([C:16]1[CH:21]=[N:20][CH:19]=[CH:18][N:17]=1)C(OC(C)(C)C)=O)=[O:7])([CH3:4])([CH3:3])[CH3:2].[OH-].[Na+].O.C(=O)=O. (4) Given the product [CH2:6]([O:5]/[C:3](=[CH:2]\[C:22]1[CH:23]=[CH:24][S:20][CH:21]=1)/[C:12]([OH:16])=[O:19])[CH3:7], predict the reactants needed to synthesize it. The reactants are: Cl[CH2:2][C:3]([O:5][CH2:6][CH3:7])=O.[O-]CC.[Na+].[C:12](=[O:19])([O:16]CC)OCC.[S:20]1[CH:24]=[CH:23][C:22](C=O)=[CH:21]1. (5) The reactants are: [F:1][C:2]1[CH:3]=[C:4]([CH2:8][C@H:9]([N:22]2[CH2:30][C:29]3[C:24](=[CH:25][CH:26]=[C:27]([C:31]4[N:35]([CH3:36])[N:34]=[CH:33][CH:32]=4)[CH:28]=3)[C:23]2=[O:37])[CH2:10][N:11]2[C:19](=[O:20])[C:18]3[C:13](=[CH:14][CH:15]=[CH:16][CH:17]=3)[C:12]2=[O:21])[CH:5]=[CH:6][CH:7]=1.[Br:38]N1C(=O)CCC1=O. Given the product [Br:38][C:32]1[CH:33]=[N:34][N:35]([CH3:36])[C:31]=1[C:27]1[CH:28]=[C:29]2[C:24](=[CH:25][CH:26]=1)[C:23](=[O:37])[N:22]([C@@H:9]([CH2:8][C:4]1[CH:5]=[CH:6][CH:7]=[C:2]([F:1])[CH:3]=1)[CH2:10][N:11]1[C:19](=[O:20])[C:18]3[C:13](=[CH:14][CH:15]=[CH:16][CH:17]=3)[C:12]1=[O:21])[CH2:30]2, predict the reactants needed to synthesize it. (6) Given the product [Cl:23][C:24]1[CH:31]=[CH:30][C:27]([N:28]([CH3:29])[C:2]2[N:3]=[C:4]([NH:8][C:9]3[CH:14]=[CH:13][C:12]([N:15]4[CH:19]=[C:18]([CH3:20])[N:17]=[CH:16]4)=[C:11]([O:21][CH3:22])[CH:10]=3)[N:5]=[CH:6][N:7]=2)=[CH:26][CH:25]=1, predict the reactants needed to synthesize it. The reactants are: Cl[C:2]1[N:7]=[CH:6][N:5]=[C:4]([NH:8][C:9]2[CH:14]=[CH:13][C:12]([N:15]3[CH:19]=[C:18]([CH3:20])[N:17]=[CH:16]3)=[C:11]([O:21][CH3:22])[CH:10]=2)[N:3]=1.[Cl:23][C:24]1[CH:31]=[CH:30][C:27]([NH:28][CH3:29])=[CH:26][CH:25]=1.